This data is from Forward reaction prediction with 1.9M reactions from USPTO patents (1976-2016). The task is: Predict the product of the given reaction. (1) Given the reactants [Cl:1][C:2]1[CH:11]=[C:10]2[C:5]([CH:6]=[CH:7][N:8]=[C:9]2[O:12]C)=[CH:4][C:3]=1[O:14][CH:15]1[CH2:20][C@@H:19]2[CH2:21][C@H:16]1[CH2:17][C@@:18]2([CH:28]([NH2:31])[CH2:29][CH3:30])[C:22]1[CH:27]=[CH:26][CH:25]=[CH:24][CH:23]=1.CC(O)C.Cl, predict the reaction product. The product is: [NH2:31][CH:28]([C@@:18]1([C:22]2[CH:23]=[CH:24][CH:25]=[CH:26][CH:27]=2)[CH2:17][C@@H:16]2[CH2:21][C@H:19]1[CH2:20][CH:15]2[O:14][C:3]1[CH:4]=[C:5]2[C:10](=[CH:11][C:2]=1[Cl:1])[C:9](=[O:12])[NH:8][CH:7]=[CH:6]2)[CH2:29][CH3:30]. (2) Given the reactants C([O:8][C:9]1[CH:10]=[C:11](/[CH:16]=[CH:17]/[C:18]([O:20][CH3:21])=[O:19])[CH:12]=[CH:13][C:14]=1I)C1C=CC=CC=1.[CH2:22]([NH:29][C:30](=[O:48])[N:31]([CH3:47])[C:32]1[CH:37]=[CH:36][CH:35]=[C:34](B2OC(C)(C)C(C)(C)O2)[CH:33]=1)[CH2:23][CH2:24][CH2:25][CH2:26][CH2:27][CH3:28].P([O-])([O-])([O-])=O.[K+].[K+].[K+], predict the reaction product. The product is: [CH2:22]([NH:29][C:30](=[O:48])[N:31]([C:32]1[CH:37]=[C:36]([C:14]2[CH:13]=[CH:12][C:11](/[CH:16]=[CH:17]/[C:18]([O:20][CH3:21])=[O:19])=[CH:10][C:9]=2[OH:8])[CH:35]=[CH:34][CH:33]=1)[CH3:47])[CH2:23][CH2:24][CH2:25][CH2:26][CH2:27][CH3:28]. (3) Given the reactants [CH:1]([N:4]1[C:8](=[O:9])[C:7](=[O:10])[N:6]=[C:5]1SC)([CH3:3])[CH3:2].[Cl:13][C:14]1[CH:15]=[C:16]([NH:21][C:22]([NH2:24])=[NH:23])[CH:17]=[CH:18][C:19]=1[Cl:20], predict the reaction product. The product is: [Cl:13][C:14]1[CH:15]=[C:16]([NH:21][C:22]([N:24]=[C:5]2[NH:6][C:7](=[O:10])[C:8](=[O:9])[N:4]2[CH:1]([CH3:3])[CH3:2])=[NH:23])[CH:17]=[CH:18][C:19]=1[Cl:20]. (4) The product is: [F:1][C:2]1[CH:25]=[CH:24][C:5]([CH2:6][O:7][CH2:8][C:9]([NH:11][CH2:12][CH2:13][CH2:14][C:15]2[CH:16]=[CH:17][C:18]([CH2:21][CH:22]=[O:23])=[CH:19][CH:20]=2)=[O:10])=[CH:4][CH:3]=1. Given the reactants [F:1][C:2]1[CH:25]=[CH:24][C:5]([CH2:6][O:7][CH2:8][C:9]([NH:11][CH2:12][CH2:13][CH2:14][C:15]2[CH:20]=[CH:19][C:18]([CH2:21][CH2:22][OH:23])=[CH:17][CH:16]=2)=[O:10])=[CH:4][CH:3]=1.CC(OI1(OC(C)=O)(OC(C)=O)OC(=O)C2C=CC=CC1=2)=O, predict the reaction product. (5) Given the reactants [N:1]([CH:4]([C:6]1[C:7]([I:19])=[N:8][N:9]([CH2:11][O:12][CH2:13][CH2:14][Si:15]([CH3:18])([CH3:17])[CH3:16])[CH:10]=1)[CH3:5])=[N+]=[N-].C1C=CC(P(C2C=CC=CC=2)C2C=CC=CC=2)=CC=1.CCN(CC)CC, predict the reaction product. The product is: [I:19][C:7]1[C:6]([CH:4]([NH2:1])[CH3:5])=[CH:10][N:9]([CH2:11][O:12][CH2:13][CH2:14][Si:15]([CH3:16])([CH3:18])[CH3:17])[N:8]=1. (6) The product is: [NH2:1][C:2]1[N:3]([CH3:24])[C:4](=[O:23])[C:5]2([C:15]3[C:10](=[CH:11][CH:12]=[C:13]([C:34]4[CH:33]=[CH:32][CH:31]=[CH:30][C:29]=4[C:27]([N:26]([CH3:38])[CH3:25])=[O:28])[CH:14]=3)[O:9][CH:8]([C:17]3[CH:22]=[CH:21][CH:20]=[CH:19][CH:18]=3)[CH2:7]2)[N:6]=1. Given the reactants [NH2:1][C:2]1[N:3]([CH3:24])[C:4](=[O:23])[C:5]2([C:15]3[C:10](=[CH:11][CH:12]=[C:13](Br)[CH:14]=3)[O:9][CH:8]([C:17]3[CH:22]=[CH:21][CH:20]=[CH:19][CH:18]=3)[CH2:7]2)[N:6]=1.[CH3:25][N:26]([CH3:38])[C:27]([C:29]1[CH:34]=[CH:33][CH:32]=[CH:31][C:30]=1B(O)O)=[O:28], predict the reaction product.